The task is: Predict which catalyst facilitates the given reaction.. This data is from Catalyst prediction with 721,799 reactions and 888 catalyst types from USPTO. (1) Reactant: [Cl:1][C:2]1[C:3]([C:19]([F:22])([F:21])[F:20])=[N:4][N:5]([CH3:18])[C:6]=1[C:7]1[CH:12]=[C:11]([N+:13]([O-])=O)[CH:10]=[CH:9][C:8]=1[O:16][CH3:17].O.O.Cl[Sn]Cl. Product: [Cl:1][C:2]1[C:3]([C:19]([F:22])([F:20])[F:21])=[N:4][N:5]([CH3:18])[C:6]=1[C:7]1[CH:12]=[C:11]([NH2:13])[CH:10]=[CH:9][C:8]=1[O:16][CH3:17]. The catalyst class is: 14. (2) Reactant: Cl[C:2]1[C:3]([N:22]2[CH2:26][CH2:25][C@@H:24]([OH:27])[CH2:23]2)=[N:4][CH:5]=[C:6]([CH:21]=1)[C:7]([NH:9][C:10]1[CH:15]=[CH:14][C:13]([O:16][C:17]([F:20])([F:19])[F:18])=[CH:12][CH:11]=1)=[O:8].[NH2:28][C:29]1[N:34]=[CH:33][C:32](B(O)O)=[CH:31][N:30]=1.C([O-])([O-])=O.[Na+].[Na+]. Product: [NH2:28][C:29]1[N:34]=[CH:33][C:32]([C:2]2[C:3]([N:22]3[CH2:26][CH2:25][C@@H:24]([OH:27])[CH2:23]3)=[N:4][CH:5]=[C:6]([CH:21]=2)[C:7]([NH:9][C:10]2[CH:11]=[CH:12][C:13]([O:16][C:17]([F:18])([F:19])[F:20])=[CH:14][CH:15]=2)=[O:8])=[CH:31][N:30]=1. The catalyst class is: 57. (3) Reactant: [CH3:1][O:2][C:3](=[O:12])[C:4]1[CH:9]=[CH:8][C:7]([Cl:10])=[C:6]([OH:11])[CH:5]=1.[Cl:13][C:14]1[CH:19]=[C:18]([Cl:20])[CH:17]=[CH:16][C:15]=1[CH2:21][CH2:22]O.C1(P(C2C=CC=CC=2)C2C=CC=CC=2)C=CC=CC=1.CCOC(/N=N/C(OCC)=O)=O. Product: [CH3:1][O:2][C:3](=[O:12])[C:4]1[CH:9]=[CH:8][C:7]([Cl:10])=[C:6]([O:11][CH2:22][CH2:21][C:15]2[CH:16]=[CH:17][C:18]([Cl:20])=[CH:19][C:14]=2[Cl:13])[CH:5]=1. The catalyst class is: 7. (4) Reactant: Cl[CH2:2][CH2:3][S:4](Cl)(=[O:6])=[O:5].[C:8]([NH2:16])([CH2:11][C:12]([CH3:15])([CH3:14])[CH3:13])([CH3:10])[CH3:9].C(N(CC)CC)C. Product: [CH3:9][C:8]([NH:16][S:4]([CH:3]=[CH2:2])(=[O:6])=[O:5])([CH3:10])[CH2:11][C:12]([CH3:15])([CH3:14])[CH3:13]. The catalyst class is: 4. (5) Reactant: [CH3:1][O:2][C:3]1[CH:4]=[CH:5][C:6]([C:9]([OH:11])=O)=[CH:7][CH:8]=1.[C:12](Cl)(=O)C(Cl)=O.CCl.[NH2:20][CH2:21][C:22](=[O:28])[CH2:23][CH2:24][C:25]([OH:27])=[O:26].C(N(CC)CC)C. Product: [CH3:12][O:26][C:25](=[O:27])[CH2:24][CH2:23][C:22]([CH2:21][NH:20][C:9](=[O:11])[C:6]1[CH:7]=[CH:8][C:3]([O:2][CH3:1])=[CH:4][CH:5]=1)=[O:28]. The catalyst class is: 120. (6) Reactant: S(Cl)([Cl:3])=O.CN(C=O)C.[CH3:10][C:11]1[N:16]=[CH:15][C:14]([CH2:17]O)=[C:13]([CH2:19]O)[C:12]=1[OH:21].[ClH:22]. The catalyst class is: 27. Product: [ClH:3].[Cl:22][CH2:19][C:13]1[C:14]([CH2:17][Cl:3])=[CH:15][N:16]=[C:11]([CH3:10])[C:12]=1[OH:21]. (7) Reactant: C[O:2][C:3]([C:5]1[N:13]=[CH:12][C:11]2[NH:10][C:9]3[N:14]=[CH:15][C:16]([Br:18])=[CH:17][C:8]=3[C:7]=2[CH:6]=1)=O.O.[NH2:20][NH2:21]. Product: [Br:18][C:16]1[CH:15]=[N:14][C:9]2[NH:10][C:11]3[CH:12]=[N:13][C:5]([C:3]([NH:20][NH2:21])=[O:2])=[CH:6][C:7]=3[C:8]=2[CH:17]=1. The catalyst class is: 8. (8) Reactant: C1COCC1.[Cl:6][C:7]1[N:8]([C:12]2[CH:17]=[CH:16][C:15]([CH:18]3OCC[O:19]3)=[CH:14][C:13]=2[O:23][CH3:24])[CH:9]=[CH:10][N:11]=1.Cl.[OH-].[Na+]. Product: [Cl:6][C:7]1[N:8]([C:12]2[CH:17]=[CH:16][C:15]([CH:18]=[O:19])=[CH:14][C:13]=2[O:23][CH3:24])[CH:9]=[CH:10][N:11]=1. The catalyst class is: 13. (9) Reactant: [H-].[Na+].[C:3]([CH2:5]P(=O)(OCC)OCC)#[N:4].[C:14]([C:22]1[CH:27]=[CH:26][CH:25]=[CH:24][CH:23]=1)(=O)[C:15]1[CH:20]=[CH:19][CH:18]=[CH:17][CH:16]=1. Product: [C:15]1([C:14]([C:22]2[CH:23]=[CH:24][CH:25]=[CH:26][CH:27]=2)=[CH:5][C:3]#[N:4])[CH:20]=[CH:19][CH:18]=[CH:17][CH:16]=1. The catalyst class is: 1.